This data is from Reaction yield outcomes from USPTO patents with 853,638 reactions. The task is: Predict the reaction yield, written as a fraction of the theoretical maximum amount of product (1.0 means a 100% yield; for example, 0.34 means a 34% yield). (1) The catalyst is O1CCCC1.CCCCCC.ClCCl. The product is [O:14]1[C:8]2[C:9]([S:18]([Cl:21])(=[O:20])=[O:19])=[CH:10][CH:11]=[CH:12][C:7]=2[CH2:16][CH2:15]1. The yield is 0.510. The reactants are C([Li])CCC.Br[C:7]1[CH:12]=[CH:11][CH:10]=[C:9](Br)[C:8]=1[O:14][CH2:15][CH2:16]Br.[S:18](=[O:20])=[O:19].[Cl:21]NC(=O)CCC(N)=O. (2) The reactants are C(O[C:4](=[O:20])[CH2:5][N:6]([CH2:16][C:17](=[O:19])[CH3:18])[C:7]1[C:12]([CH3:13])=[CH:11][C:10]([CH3:14])=[CH:9][C:8]=1[CH3:15])C.CC(C)([O-])C.[K+]. The catalyst is C1COCC1. The product is [CH3:15][C:8]1[CH:9]=[C:10]([CH3:14])[CH:11]=[C:12]([CH3:13])[C:7]=1[N:6]1[CH2:5][C:4](=[O:20])[CH2:18][C:17](=[O:19])[CH2:16]1. The yield is 0.800. (3) The reactants are [C:1](I)([C:4]([C:7]([C:10]([F:13])([F:12])[F:11])([F:9])[F:8])([F:6])[F:5])([F:3])[F:2].I[C:16]1[CH:21]=[C:20]([CH3:22])[C:19](I)=[CH:18][C:17]=1[CH3:24].ClCCl.O. The catalyst is CS(C)=O.[Cu]. The product is [F:2][C:1]([F:3])([C:16]1[CH:21]=[C:20]([CH3:22])[C:19]([C:1]([F:3])([F:2])[C:4]([F:5])([F:6])[C:7]([F:8])([F:9])[C:10]([F:13])([F:12])[F:11])=[CH:18][C:17]=1[CH3:24])[C:4]([F:6])([F:5])[C:7]([F:9])([F:8])[C:10]([F:13])([F:12])[F:11]. The yield is 0.730. (4) The reactants are [CH3:1][C:2]1[O:6][C:5]([C:7]2[CH:12]=[CH:11][CH:10]=[CH:9][CH:8]=2)=[N:4][C:3]=1[CH2:13][O:14][C:15]1[CH:23]=[CH:22][C:18]([CH2:19][O:20][NH2:21])=[CH:17][CH:16]=1.O=[C:25]([C:37]1[CH:42]=[CH:41][CH:40]=[CH:39][CH:38]=1)[CH2:26][CH2:27][CH2:28][CH2:29][CH2:30][CH2:31][CH2:32][C:33]([O:35]C)=[O:34].Cl.C([O-])(=O)C.[Na+].[OH-].[Na+]. The catalyst is O1CCCC1.CO.O. The product is [CH3:1][C:2]1[O:6][C:5]([C:7]2[CH:8]=[CH:9][CH:10]=[CH:11][CH:12]=2)=[N:4][C:3]=1[CH2:13][O:14][C:15]1[CH:16]=[CH:17][C:18]([CH2:19][O:20]/[N:21]=[C:25](/[C:37]2[CH:38]=[CH:39][CH:40]=[CH:41][CH:42]=2)\[CH2:26][CH2:27][CH2:28][CH2:29][CH2:30][CH2:31][CH2:32][C:33]([OH:35])=[O:34])=[CH:22][CH:23]=1. The yield is 0.370. (5) The reactants are Br[C:2]1[CH:3]=[C:4]2[C:9](=[CH:10][C:11]=1[CH3:12])[O:8][C:7](=[O:13])[C:6]([CH2:14][C:15]([NH:17][C:18]1[CH:23]=[CH:22][C:21]([F:24])=[CH:20][C:19]=1[C:25]([F:28])([F:27])[F:26])=[O:16])=[C:5]2[C:29]1[CH:34]=[CH:33][CH:32]=[CH:31][CH:30]=1.[C:35]([O:39][CH3:40])(=[O:38])[CH:36]=[CH2:37].CCN(CC)CC.C1(P(C2C=CC=CC=2)C2C=CC=CC=2)C=CC=CC=1. The catalyst is CN(C=O)C.CC([O-])=O.CC([O-])=O.[Pd+2].O. The product is [F:24][C:21]1[CH:22]=[CH:23][C:18]([NH:17][C:15](=[O:16])[CH2:14][C:6]2[C:7](=[O:13])[O:8][C:9]3[C:4]([C:5]=2[C:29]2[CH:34]=[CH:33][CH:32]=[CH:31][CH:30]=2)=[CH:3][C:2](/[CH:37]=[CH:36]/[C:35]([O:39][CH3:40])=[O:38])=[C:11]([CH3:12])[CH:10]=3)=[C:19]([C:25]([F:28])([F:26])[F:27])[CH:20]=1. The yield is 0.720. (6) The reactants are [NH2:1][C:2](=O)[C@@H:3]([NH:8][C:9](=[O:15])[O:10][C:11]([CH3:14])([CH3:13])[CH3:12])[CH2:4][CH:5]1[CH2:7][CH2:6]1.C(N(CC)CC)C.FC(F)(F)C(OC(=O)C(F)(F)F)=O. The catalyst is C(Cl)Cl. The product is [C:2]([C@@H:3]([NH:8][C:9](=[O:15])[O:10][C:11]([CH3:13])([CH3:12])[CH3:14])[CH2:4][CH:5]1[CH2:7][CH2:6]1)#[N:1]. The yield is 0.970.